From a dataset of NCI-60 drug combinations with 297,098 pairs across 59 cell lines. Regression. Given two drug SMILES strings and cell line genomic features, predict the synergy score measuring deviation from expected non-interaction effect. (1) Drug 1: C1=CC(=C2C(=C1NCCNCCO)C(=O)C3=C(C=CC(=C3C2=O)O)O)NCCNCCO. Drug 2: CC=C1C(=O)NC(C(=O)OC2CC(=O)NC(C(=O)NC(CSSCCC=C2)C(=O)N1)C(C)C)C(C)C. Cell line: UACC-257. Synergy scores: CSS=70.0, Synergy_ZIP=2.80, Synergy_Bliss=4.68, Synergy_Loewe=-31.9, Synergy_HSA=5.87. (2) Drug 1: C1=CC=C(C(=C1)C(C2=CC=C(C=C2)Cl)C(Cl)Cl)Cl. Drug 2: C1CN(P(=O)(OC1)NCCCl)CCCl. Cell line: MOLT-4. Synergy scores: CSS=2.77, Synergy_ZIP=-2.09, Synergy_Bliss=-2.12, Synergy_Loewe=-0.752, Synergy_HSA=-2.09. (3) Drug 2: C1=CC=C(C(=C1)C(C2=CC=C(C=C2)Cl)C(Cl)Cl)Cl. Synergy scores: CSS=-0.537, Synergy_ZIP=1.08, Synergy_Bliss=1.11, Synergy_Loewe=-0.303, Synergy_HSA=-0.660. Drug 1: CCC(=C(C1=CC=CC=C1)C2=CC=C(C=C2)OCCN(C)C)C3=CC=CC=C3.C(C(=O)O)C(CC(=O)O)(C(=O)O)O. Cell line: SF-268.